This data is from Forward reaction prediction with 1.9M reactions from USPTO patents (1976-2016). The task is: Predict the product of the given reaction. (1) Given the reactants Br[C:2]1[S:3][C:4]2[CH2:5][C:6]3[C:12]([C:13]4[CH:18]=[CH:17][C:16]([N:19]5[CH2:24][CH2:23][N:22]([CH3:25])[CH2:21][CH2:20]5)=[CH:15][CH:14]=4)=[N:11][N:10]([CH2:26][O:27][CH2:28][CH2:29][Si:30]([CH3:33])([CH3:32])[CH3:31])[C:7]=3[C:8]=2[CH:9]=1.CC1(C)C(C)(C)OB([C:42]2[CH:43]=[CH:44][C:45]([NH2:48])=[N:46][CH:47]=2)O1.C([O-])([O-])=O.[Na+].[Na+], predict the reaction product. The product is: [CH3:25][N:22]1[CH2:23][CH2:24][N:19]([C:16]2[CH:17]=[CH:18][C:13]([C:12]3[C:6]4[CH2:5][C:4]5[S:3][C:2]([C:42]6[CH:43]=[CH:44][C:45]([NH2:48])=[N:46][CH:47]=6)=[CH:9][C:8]=5[C:7]=4[N:10]([CH2:26][O:27][CH2:28][CH2:29][Si:30]([CH3:32])([CH3:31])[CH3:33])[N:11]=3)=[CH:14][CH:15]=2)[CH2:20][CH2:21]1. (2) Given the reactants [Cl:1][C:2]1[CH:11]=[CH:10][CH:9]=[CH:8][C:3]=1[CH:4]=[CH:5][CH:6]=O.[NH2:12][NH:13][C:14]([NH2:16])=[S:15], predict the reaction product. The product is: [Cl:1][C:2]1[CH:11]=[CH:10][CH:9]=[CH:8][C:3]=1[CH:4]=[CH:5][CH:6]=[N:12][NH:13][C:14]([NH2:16])=[S:15].